Dataset: Full USPTO retrosynthesis dataset with 1.9M reactions from patents (1976-2016). Task: Predict the reactants needed to synthesize the given product. (1) Given the product [CH:1]([O:4][C:5]([N:7]1[CH2:10][CH:9]([O:11][C@@H:12]([C:14]([OH:16])=[O:15])[CH3:13])[CH2:8]1)=[O:6])([CH3:2])[CH3:3], predict the reactants needed to synthesize it. The reactants are: [CH:1]([O:4][C:5]([N:7]1[CH2:10][CH:9]([O:11][C@@H:12]([C:14]([O:16]C)=[O:15])[CH3:13])[CH2:8]1)=[O:6])([CH3:3])[CH3:2].O.O.[OH-].[Li+]. (2) Given the product [CH2:1]([NH:3][C:4]1[S:5][C@H:6]2[O:12][C@H:11]([CH:13]=[O:14])[C@@H:10]([OH:19])[C@H:9]([OH:20])[C@H:7]2[N:8]=1)[CH3:2], predict the reactants needed to synthesize it. The reactants are: [CH2:1]([NH:3][C:4]1[S:5][C@H:6]2[O:12][C@H:11]([C:13](N(OC)C)=[O:14])[C@@H:10]([OH:19])[C@H:9]([OH:20])[C@H:7]2[N:8]=1)[CH3:2].C([AlH]CC(C)C)C(C)C. (3) Given the product [N+:18]([C:21]1[CH:27]=[CH:26][C:24]([NH:25][C:5](=[O:7])[C:4]2[CH:8]=[CH:9][C:10]([O:11][CH3:12])=[C:2]([NH:1][C:13](=[O:16])[CH2:14][CH3:15])[CH:3]=2)=[CH:23][CH:22]=1)([O-:20])=[O:19], predict the reactants needed to synthesize it. The reactants are: [NH2:1][C:2]1[CH:3]=[C:4]([CH:8]=[CH:9][C:10]=1[O:11][CH3:12])[C:5]([OH:7])=O.[C:13](Cl)(=[O:16])[CH2:14][CH3:15].[N+:18]([C:21]1[CH:27]=[CH:26][C:24]([NH2:25])=[CH:23][CH:22]=1)([O-:20])=[O:19]. (4) The reactants are: CON(C)[C:4]([C@H:6]1[CH2:10][O:9][C:8]([CH3:12])([CH3:11])[N:7]1[C:13]([O:15][CH2:16][C:17]1[CH:22]=[CH:21][CH:20]=[CH:19][CH:18]=1)=[O:14])=[O:5].OS([O-])(=O)=O.[K+]. Given the product [CH:4]([C@H:6]1[CH2:10][O:9][C:8]([CH3:12])([CH3:11])[N:7]1[C:13]([O:15][CH2:16][C:17]1[CH:18]=[CH:19][CH:20]=[CH:21][CH:22]=1)=[O:14])=[O:5], predict the reactants needed to synthesize it. (5) Given the product [F:1][C:2]1[CH:3]=[C:4]([CH:12]=[C:13]([C:15]2([O:21][CH3:22])[CH2:20][CH2:19][O:18][CH2:17][CH2:16]2)[CH:14]=1)[O:5][CH2:6][C:7]([OH:9])=[O:8], predict the reactants needed to synthesize it. The reactants are: [F:1][C:2]1[CH:3]=[C:4]([CH:12]=[C:13]([C:15]2([O:21][CH3:22])[CH2:20][CH2:19][O:18][CH2:17][CH2:16]2)[CH:14]=1)[O:5][CH2:6][C:7]([O:9]CC)=[O:8].